Regression. Given a peptide amino acid sequence and an MHC pseudo amino acid sequence, predict their binding affinity value. This is MHC class II binding data. From a dataset of Peptide-MHC class II binding affinity with 134,281 pairs from IEDB. (1) The peptide sequence is EPGHLAPTGMFVAAA. The MHC is DRB3_0202 with pseudo-sequence DRB3_0202. The binding affinity (normalized) is 0.325. (2) The peptide sequence is LIEKINAGFKAAVAA. The MHC is DRB5_0101 with pseudo-sequence DRB5_0101. The binding affinity (normalized) is 0.783. (3) The peptide sequence is SSVFNVVNSSIGLIM. The MHC is DRB5_0101 with pseudo-sequence DRB5_0101. The binding affinity (normalized) is 0.277. (4) The peptide sequence is DVKFWGGGQIVGGVY. The MHC is HLA-DQA10501-DQB10301 with pseudo-sequence HLA-DQA10501-DQB10301. The binding affinity (normalized) is 0.753.